Dataset: Forward reaction prediction with 1.9M reactions from USPTO patents (1976-2016). Task: Predict the product of the given reaction. (1) Given the reactants [C:1](Cl)(Cl)=[S:2].[NH2:5][C:6]1[CH:7]=[C:8]([CH3:14])[C:9]([C:12]#[N:13])=[N:10][CH:11]=1.O, predict the reaction product. The product is: [N:5]([C:6]1[CH:7]=[C:8]([CH3:14])[C:9]([C:12]#[N:13])=[N:10][CH:11]=1)=[C:1]=[S:2]. (2) The product is: [CH2:35]([O:42][C:43]([C@@H:45]1[CH2:49][CH2:48][CH2:47][N:46]1[C:50](=[O:66])[C@@H:51]([NH:58][C:59]([O:61][C:62]([CH3:64])([CH3:63])[CH3:65])=[O:60])[C:52]1[CH:53]=[CH:54][CH:55]=[CH:56][CH:57]=1)=[O:44])[C:36]1[CH:41]=[CH:40][CH:39]=[CH:38][CH:37]=1. Given the reactants CC(OC(N[C@H](C(O)=O)C1C=CC=CC=1)=O)(C)C.Cl.C(OC(=O)[C@@H]1CCCN1)C1C=CC=CC=1.[CH2:35]([O:42][C:43]([C@@H:45]1[CH2:49][CH2:48][CH2:47][N:46]1[C:50](=[O:66])[C@H:51]([NH:58][C:59]([O:61][C:62]([CH3:65])([CH3:64])[CH3:63])=[O:60])[C:52]1[CH:57]=[CH:56][CH:55]=[CH:54][CH:53]=1)=[O:44])[C:36]1[CH:41]=[CH:40][CH:39]=[CH:38][CH:37]=1, predict the reaction product. (3) Given the reactants F[C:2]1[CH:7]=[CH:6][C:5]([N+:8]([O-:10])=[O:9])=[CH:4][CH:3]=1.[NH:11]1[CH2:16][CH2:15][CH2:14][CH:13]([OH:17])[CH2:12]1, predict the reaction product. The product is: [N+:8]([C:5]1[CH:6]=[CH:7][C:2]([N:11]2[CH2:16][CH2:15][CH2:14][CH:13]([OH:17])[CH2:12]2)=[CH:3][CH:4]=1)([O-:10])=[O:9]. (4) Given the reactants Br[C:2]1[S:15][C:5]2[C:6](=[O:14])[N:7]([CH2:10][CH2:11][CH2:12][CH3:13])[C:8](=[O:9])[C:4]=2[CH:3]=1.C1C=CC([As](C2C=CC=CC=2)C2C=CC=CC=2)=CC=1.C([Sn](CCCC)(CCCC)[C:40]1[S:41][CH:42]=[CH:43][CH:44]=1)CCC, predict the reaction product. The product is: [CH2:10]([N:7]1[C:6](=[O:14])[C:5]2[S:15][C:2]([C:40]3[S:41][CH:42]=[CH:43][CH:44]=3)=[CH:3][C:4]=2[C:8]1=[O:9])[CH2:11][CH2:12][CH3:13].